From a dataset of Forward reaction prediction with 1.9M reactions from USPTO patents (1976-2016). Predict the product of the given reaction. (1) The product is: [CH:1]1([CH2:4][N:5]2[CH:9]=[CH:8][C:7]([C:10]3[CH:11]=[CH:12][C:13]([CH2:14][NH2:15])=[CH:16][CH:17]=3)=[N:6]2)[CH2:3][CH2:2]1. Given the reactants [CH:1]1([CH2:4][N:5]2[CH:9]=[CH:8][C:7]([C:10]3[CH:17]=[CH:16][C:13]([C:14]#[N:15])=[CH:12][CH:11]=3)=[N:6]2)[CH2:3][CH2:2]1, predict the reaction product. (2) Given the reactants [CH3:1][C:2]1[CH:11]=[CH:10][CH:9]=[CH:8][C:3]=1[CH2:4][N:5]=[C:6]=[O:7].[Cl:12][C:13]1[N:18]=[C:17]2[NH:19][N:20]=[C:21]([OH:22])[C:16]2=[C:15]([CH3:23])[CH:14]=1, predict the reaction product. The product is: [CH3:1][C:2]1[CH:11]=[CH:10][CH:9]=[CH:8][C:3]=1[CH2:4][NH:5][C:6]([N:20]1[C:21](=[O:22])[C:16]2[C:17](=[N:18][C:13]([Cl:12])=[CH:14][C:15]=2[CH3:23])[NH:19]1)=[O:7]. (3) Given the reactants [Cl:1][C:2]1[C:7]([C:8]([O:10][CH2:11][CH3:12])=[O:9])=[CH:6][C:5]([F:13])=[C:4](Cl)[N:3]=1.[CH2:15]([N:17](CC)[CH2:18][CH3:19])[CH3:16].N1CCCC1, predict the reaction product. The product is: [Cl:1][C:2]1[C:7]([C:8]([O:10][CH2:11][CH3:12])=[O:9])=[CH:6][C:5]([F:13])=[C:4]([N:17]2[CH2:18][CH2:19][CH2:16][CH2:15]2)[N:3]=1.